This data is from Peptide-MHC class II binding affinity with 134,281 pairs from IEDB. The task is: Regression. Given a peptide amino acid sequence and an MHC pseudo amino acid sequence, predict their binding affinity value. This is MHC class II binding data. (1) The MHC is HLA-DQA10401-DQB10402 with pseudo-sequence HLA-DQA10401-DQB10402. The binding affinity (normalized) is 0.452. The peptide sequence is GLVTEFPSTAAAYFR. (2) The peptide sequence is YDKFLANVSNVLTGK. The MHC is DRB1_1001 with pseudo-sequence DRB1_1001. The binding affinity (normalized) is 0.712. (3) The peptide sequence is KMIGGIGGFIKVRQYDQILI. The MHC is DRB1_0101 with pseudo-sequence DRB1_0101. The binding affinity (normalized) is 0.517. (4) The peptide sequence is EMLQNIFAIFRQDSS. The MHC is DRB1_0802 with pseudo-sequence DRB1_0802. The binding affinity (normalized) is 0.145. (5) The peptide sequence is TNAVVKMPCPACQDP. The MHC is DRB1_0101 with pseudo-sequence DRB1_0101. The binding affinity (normalized) is 0.561. (6) The peptide sequence is VNFKFRDLLFKLLEY. The MHC is DRB1_0101 with pseudo-sequence DRB1_0101. The binding affinity (normalized) is 0.523. (7) The peptide sequence is GRWDGEEEVQLIAAV. The MHC is DRB1_1101 with pseudo-sequence DRB1_1101. The binding affinity (normalized) is 0.152. (8) The peptide sequence is YEAFVLHFSEALRII. The MHC is HLA-DQA10501-DQB10301 with pseudo-sequence HLA-DQA10501-DQB10301. The binding affinity (normalized) is 0.787. (9) The binding affinity (normalized) is 0.473. The MHC is DRB1_1201 with pseudo-sequence DRB1_1201. The peptide sequence is CKDIKLSDISLKLTS.